The task is: Predict the reactants needed to synthesize the given product.. This data is from Full USPTO retrosynthesis dataset with 1.9M reactions from patents (1976-2016). (1) Given the product [ClH:36].[CH3:26][C:27]1[CH:32]=[CH:31][C:30]([S:33]([NH:19][C:12]2[C:13]3[C:18](=[CH:17][CH:16]=[CH:15][CH:14]=3)[C:9]([N:5]3[CH2:4][CH:3]4[CH2:8][CH:6]3[CH2:7][N:2]4[CH3:1])=[CH:10][CH:11]=2)(=[O:35])=[O:34])=[CH:29][CH:28]=1, predict the reactants needed to synthesize it. The reactants are: [CH3:1][N:2]1[CH2:7][CH:6]2[CH2:8][CH:3]1[CH2:4][N:5]2[C:9]1[C:18]2[C:13](=[CH:14][CH:15]=[CH:16][CH:17]=2)[C:12]([NH2:19])=[CH:11][CH:10]=1.N1C=CC=CC=1.[CH3:26][C:27]1[CH:32]=[CH:31][C:30]([S:33]([Cl:36])(=[O:35])=[O:34])=[CH:29][CH:28]=1. (2) Given the product [CH:8]1([C:3]2([C:1]#[N:2])[CH2:7][CH2:6][C:5](=[O:13])[CH2:4]2)[CH2:10][CH2:9]1, predict the reactants needed to synthesize it. The reactants are: [C:1]([C:3]1([CH:8]2[CH2:10][CH2:9]2)[CH2:7][CH:6]=[CH:5][CH2:4]1)#[N:2].B.[Cr](Cl)([O-])(=O)=[O:13].[NH+]1C=CC=CC=1.S([O-])([O-])(=O)=O.[Mg+2]. (3) Given the product [C:1]([O:5][C:6]([N:8]1[CH2:13][CH2:12][CH:11]([N:14]2[C:18]3=[N:19][CH:20]=[N:21][C:22]([O:24][C:25]4[CH:30]=[CH:29][C:28]([C:31](=[O:33])[CH3:32])=[C:27]([CH3:34])[CH:26]=4)=[C:17]3[CH:16]=[N:15]2)[CH2:10][CH2:9]1)=[O:7])([CH3:4])([CH3:3])[CH3:2], predict the reactants needed to synthesize it. The reactants are: [C:1]([O:5][C:6]([N:8]1[CH2:13][CH2:12][CH:11]([N:14]2[C:18]3=[N:19][CH:20]=[N:21][C:22](Cl)=[C:17]3[CH:16]=[N:15]2)[CH2:10][CH2:9]1)=[O:7])([CH3:4])([CH3:3])[CH3:2].[OH:24][C:25]1[CH:30]=[CH:29][C:28]([C:31](=[O:33])[CH3:32])=[C:27]([CH3:34])[CH:26]=1.